Dataset: Forward reaction prediction with 1.9M reactions from USPTO patents (1976-2016). Task: Predict the product of the given reaction. (1) Given the reactants Cl.[OH:2][CH:3]1[O:11][C@H:10]([CH2:12][OH:13])[C@@H:8]([OH:9])[C@H:6]([OH:7])[C@H:4]1[NH2:5].Cl[C:15]([O:17][CH2:18][C:19]1[CH:24]=[CH:23][CH:22]=[CH:21][CH:20]=1)=[O:16], predict the reaction product. The product is: [C:15]([NH:5][C@@H:4]1[C@@H:6]([OH:7])[C@H:8]([OH:9])[C@@H:10]([CH2:12][OH:13])[O:11][CH:3]1[OH:2])([O:17][CH2:18][C:19]1[CH:24]=[CH:23][CH:22]=[CH:21][CH:20]=1)=[O:16]. (2) Given the reactants [CH2:1]([C:4]1[C:12]2[O:11][N:10]=[C:9]([C:13]([F:16])([F:15])[F:14])[C:8]=2[CH:7]=[CH:6][C:5]=1[O:17][CH2:18][CH2:19][CH2:20][C:21]([NH:23][C@H:24]([C:26]([OH:28])=[O:27])[CH3:25])=[O:22])[CH2:2][CH3:3].[H-].[Na+].[CH3:31]I, predict the reaction product. The product is: [CH3:31][N:23]([C:21](=[O:22])[CH2:20][CH2:19][CH2:18][O:17][C:5]1[CH:6]=[CH:7][C:8]2[C:9]([C:13]([F:16])([F:15])[F:14])=[N:10][O:11][C:12]=2[C:4]=1[CH2:1][CH2:2][CH3:3])[C@H:24]([C:26]([OH:28])=[O:27])[CH3:25]. (3) Given the reactants C([O:3][C:4](=[O:26])[C:5]1[CH:10]=[CH:9][CH:8]=[C:7]([N:11]2[C:15]([CH3:16])=[CH:14][CH:13]=[C:12]2[C:17]2[CH:22]=[C:21]([Br:23])[CH:20]=[CH:19][C:18]=2[O:24]C)[N:6]=1)C.C[S-].[Na+], predict the reaction product. The product is: [Br:23][C:21]1[CH:20]=[CH:19][C:18]([OH:24])=[C:17]([C:12]2[N:11]([C:7]3[N:6]=[C:5]([C:4]([OH:26])=[O:3])[CH:10]=[CH:9][CH:8]=3)[C:15]([CH3:16])=[CH:14][CH:13]=2)[CH:22]=1. (4) Given the reactants [C:1]([C:3]1[CH:8]=[CH:7][C:6]([OH:9])=[CH:5][CH:4]=1)#[N:2].C([O-])([O-])=O.[K+].[K+].Br[CH2:17][CH2:18][CH:19]=[CH2:20], predict the reaction product. The product is: [CH2:20]([O:9][C:6]1[CH:7]=[CH:8][C:3]([C:1]#[N:2])=[CH:4][CH:5]=1)[CH2:19][CH:18]=[CH2:17]. (5) Given the reactants N[C:2]1[N:7]=[C:6]([C:8]([NH2:10])=[O:9])[C:5]([O:11][CH3:12])=[N:4][CH:3]=1.N([O-])=O.[Na+].C(Cl)(Cl)Cl.N1C=CC=CC=1.[FH:27], predict the reaction product. The product is: [F:27][C:2]1[N:7]=[C:6]([C:8]([NH2:10])=[O:9])[C:5]([O:11][CH3:12])=[N:4][CH:3]=1. (6) The product is: [CH2:1]([N:5]1[C:13]2[N:12]=[C:11]([Cl:14])[NH:10][C:9]=2[C:8](=[O:18])[N:7]([CH2:34][CH2:33][CH2:32][CH2:31][C:29]2[O:28][N:27]=[C:26]([C:20]3[CH:25]=[CH:24][CH:23]=[CH:22][CH:21]=3)[CH:30]=2)[C:6]1=[O:19])[CH2:2][CH2:3][CH3:4]. Given the reactants [CH2:1]([N:5]1[C:13]2[N:12]=[C:11]([Cl:14])[N:10](CC=C)[C:9]=2[C:8](=[O:18])[NH:7][C:6]1=[O:19])[CH2:2][CH2:3][CH3:4].[C:20]1([C:26]2[CH:30]=[C:29]([CH2:31][CH2:32][CH2:33][CH2:34]O)[O:28][N:27]=2)[CH:25]=[CH:24][CH:23]=[CH:22][CH:21]=1.N(C(OCC1C=CC=CC=1)=O)=NC(OCC1C=CC=CC=1)=O.C1(P(C2C=CC=CC=2)C2C=CC=CC=2)C=CC=CC=1, predict the reaction product. (7) The product is: [CH2:8]([N:15]1[CH2:20][CH2:19][CH2:18][CH:17]([CH2:21][N:22]([C:27]2[CH:28]=[CH:29][CH:30]=[CH:31][CH:32]=2)[C:23](=[O:26])[CH2:24][CH3:25])[CH2:16]1)[C:34]1[CH:39]=[CH:38][CH:37]=[CH:36][CH:35]=1. Given the reactants FC(F)(F)C(O)=O.[C:8]([N:15]1[CH2:20][CH2:19][CH2:18][CH:17]([CH2:21][N:22]([C:27]2[CH:32]=[CH:31][CH:30]=[CH:29][CH:28]=2)[C:23](=[O:26])[CH2:24][CH3:25])[CH2:16]1)(OC(C)(C)C)=O.C(=O)[C:34]1[CH:39]=[CH:38][CH:37]=[CH:36][CH:35]=1.[BH-](OC(C)=O)(OC(C)=O)OC(C)=O.[Na+], predict the reaction product.